Dataset: Forward reaction prediction with 1.9M reactions from USPTO patents (1976-2016). Task: Predict the product of the given reaction. (1) Given the reactants [N:1]1([C:5]([C:7]2[O:8][C:9]3[C:15]([N:16]4[CH2:21][CH2:20][N:19](CC5C=CC=CC=5)[CH2:18][CH2:17]4)=[CH:14][CH:13]=[CH:12][C:10]=3[CH:11]=2)=[O:6])[CH2:4][CH2:3][CH2:2]1.C(O)(=O)C.N, predict the reaction product. The product is: [N:1]1([C:5]([C:7]2[O:8][C:9]3[C:15]([N:16]4[CH2:17][CH2:18][NH:19][CH2:20][CH2:21]4)=[CH:14][CH:13]=[CH:12][C:10]=3[CH:11]=2)=[O:6])[CH2:4][CH2:3][CH2:2]1. (2) Given the reactants F[C:2]1[CH:7]=[CH:6][CH:5]=[CH:4][C:3]=1[NH:8][C:9](=[S:35])[NH:10][C:11]1[CH:16]=[CH:15][C:14]([C:17]2[CH:18]=[C:19]3[C:23](=[CH:24][CH:25]=2)[C:22](=[O:26])[N:21]([C@@H:27]([CH:32]([CH3:34])[CH3:33])[C:28]([O:30][CH3:31])=[O:29])[CH2:20]3)=[CH:13][CH:12]=1.NC1C=CC(C2C=C3C(=CC=2)[C:48](=[O:52])N([C@@H](C(C)C)C(OC)=O)C3)=CC=1.COC1C=CC(N=C=S)=CC=1, predict the reaction product. The product is: [CH3:48][O:52][C:6]1[CH:5]=[CH:4][C:3]([NH:8][C:9](=[S:35])[NH:10][C:11]2[CH:16]=[CH:15][C:14]([C:17]3[CH:18]=[C:19]4[C:23](=[CH:24][CH:25]=3)[C:22](=[O:26])[N:21]([C@@H:27]([CH:32]([CH3:34])[CH3:33])[C:28]([O:30][CH3:31])=[O:29])[CH2:20]4)=[CH:13][CH:12]=2)=[CH:2][CH:7]=1. (3) Given the reactants [Cl:1][C:2]1[CH:7]=[C:6]([F:8])[CH:5]=[CH:4][C:3]=1[C:9]1[C:10]2[N:11]([N:15]=[C:16]([NH:18][CH:19]3[CH2:24][CH2:23][N:22]([C:25]4[CH:30]=[CH:29][N:28]=[C:27](Cl)[N:26]=4)[CH2:21][CH2:20]3)[N:17]=2)[CH:12]=[CH:13][CH:14]=1.[CH3:32][O-:33].[Na+], predict the reaction product. The product is: [Cl:1][C:2]1[CH:7]=[C:6]([F:8])[CH:5]=[CH:4][C:3]=1[C:9]1[C:10]2[N:11]([N:15]=[C:16]([NH:18][CH:19]3[CH2:24][CH2:23][N:22]([C:25]4[CH:30]=[CH:29][N:28]=[C:27]([O:33][CH3:32])[N:26]=4)[CH2:21][CH2:20]3)[N:17]=2)[CH:12]=[CH:13][CH:14]=1. (4) Given the reactants [CH3:1][C:2]([C:8]1[C:13](=[O:14])[C:12]([CH3:15])=[C:11]([CH3:16])[C:10](=[O:17])[C:9]=1[CH3:18])([CH3:7])[CH2:3][C:4]([OH:6])=[O:5].[N+:19]([O-:33])([O:21][CH2:22][C@H:23]([O:29][N+:30]([O-:32])=[O:31])[CH2:24][CH2:25][CH2:26][CH2:27]O)=[O:20].CCN=C=NCCCN(C)C, predict the reaction product. The product is: [CH3:7][C:2]([C:8]1[C:13](=[O:14])[C:12]([CH3:15])=[C:11]([CH3:16])[C:10](=[O:17])[C:9]=1[CH3:18])([CH3:1])[CH2:3][C:4]([O:6][CH2:27][CH2:26][CH2:25][CH2:24][C@@H:23]([O:29][N+:30]([O-:32])=[O:31])[CH2:22][O:21][N+:19]([O-:33])=[O:20])=[O:5]. (5) Given the reactants C(OC(N1CCC(C(O[C:21]2[CH:43]=[CH:42][C:24]3[C:25]4[N:29]([CH2:30][CH2:31][O:32][C:23]=3[CH:22]=2)[CH:28]=[C:27]([C:33]2[N:34]([CH:39]([CH3:41])[CH3:40])[N:35]=[C:36]([CH3:38])[N:37]=2)[N:26]=4)CC)CC1)=O)C1C=CC=CC=1.[C:44]([O:48][C:49]([N:51]1[CH2:57][CH2:56][CH2:55][CH:54]([CH:58]([OH:60])[CH3:59])[CH2:53][CH2:52]1)=[O:50])([CH3:47])([CH3:46])[CH3:45].C1(P(C2C=CC=CC=2)C2C=CC=CC=2)C=CC=CC=1.CC(OC(/N=N/C(OC(C)C)=O)=O)C, predict the reaction product. The product is: [C:44]([O:48][C:49]([N:51]1[CH2:57][CH2:56][CH2:55][CH:54]([CH:58]([O:60][C:21]2[CH:43]=[CH:42][C:24]3[C:25]4[N:29]([CH2:30][CH2:31][O:32][C:23]=3[CH:22]=2)[CH:28]=[C:27]([C:33]2[N:34]([CH:39]([CH3:41])[CH3:40])[N:35]=[C:36]([CH3:38])[N:37]=2)[N:26]=4)[CH3:59])[CH2:53][CH2:52]1)=[O:50])([CH3:47])([CH3:46])[CH3:45]. (6) The product is: [CH2:1]([O:8][C:9]1[CH:10]=[C:11]([CH:25]=[CH:26][C:27]=1[O:28][CH2:29][C:30]1[CH:35]=[CH:34][CH:33]=[CH:32][CH:31]=1)[CH2:12][N:13]1[CH2:14][CH2:15][N:16]([CH2:19][C:20]([NH:36][NH2:37])=[O:22])[CH2:17][CH2:18]1)[C:2]1[CH:3]=[CH:4][CH:5]=[CH:6][CH:7]=1. Given the reactants [CH2:1]([O:8][C:9]1[CH:10]=[C:11]([CH:25]=[CH:26][C:27]=1[O:28][CH2:29][C:30]1[CH:35]=[CH:34][CH:33]=[CH:32][CH:31]=1)[CH2:12][N:13]1[CH2:18][CH2:17][N:16]([CH2:19][C:20]([O:22]CC)=O)[CH2:15][CH2:14]1)[C:2]1[CH:7]=[CH:6][CH:5]=[CH:4][CH:3]=1.[NH2:36][NH2:37], predict the reaction product. (7) Given the reactants [CH2:1]([O:8][C:9]([NH:11][C@@H:12]1[CH2:17][CH:16]=[CH:15][CH2:14][C@@H:13]1[NH:18][C:19]([O:21][CH2:22][C:23]1[CH:28]=[CH:27][CH:26]=[CH:25][CH:24]=1)=[O:20])=[O:10])[C:2]1[CH:7]=[CH:6][CH:5]=[CH:4][CH:3]=1.B.[OH-:30].[Na+].OO, predict the reaction product. The product is: [CH2:22]([O:21][C:19]([NH:18][C@@H:13]1[CH2:14][CH2:15][CH:16]([OH:30])[CH2:17][C@@H:12]1[NH:11][C:9]([O:8][CH2:1][C:2]1[CH:3]=[CH:4][CH:5]=[CH:6][CH:7]=1)=[O:10])=[O:20])[C:23]1[CH:28]=[CH:27][CH:26]=[CH:25][CH:24]=1.